This data is from Forward reaction prediction with 1.9M reactions from USPTO patents (1976-2016). The task is: Predict the product of the given reaction. Given the reactants Cl[C:2]1[CH:7]=[C:6]([C:8]([F:11])([F:10])[F:9])[N:5]=[C:4]([C:12]2[CH:17]=[CH:16][CH:15]=[C:14]([Cl:18])[CH:13]=2)[CH:3]=1.[NH2:19][C:20]1[CH:29]=[CH:28][C:23]([CH2:24][CH2:25][CH2:26][OH:27])=[CH:22][CH:21]=1.C1C=CC(P(C2C(C3C(P(C4C=CC=CC=4)C4C=CC=CC=4)=CC=C4C=3C=CC=C4)=C3C(C=CC=C3)=CC=2)C2C=CC=CC=2)=CC=1.C(=O)([O-])[O-].[Cs+].[Cs+], predict the reaction product. The product is: [Cl:18][C:14]1[CH:13]=[C:12]([C:4]2[CH:3]=[C:2]([NH:19][C:20]3[CH:21]=[CH:22][C:23]([CH2:24][CH2:25][CH2:26][OH:27])=[CH:28][CH:29]=3)[CH:7]=[C:6]([C:8]([F:11])([F:10])[F:9])[N:5]=2)[CH:17]=[CH:16][CH:15]=1.